From a dataset of Reaction yield outcomes from USPTO patents with 853,638 reactions. Predict the reaction yield, written as a fraction of the theoretical maximum amount of product (1.0 means a 100% yield; for example, 0.34 means a 34% yield). (1) The product is [OH:3][CH:1]([C:4]1[CH:12]=[C:11]2[C:7]([C:8]3[C:16]([C:17]4[CH:22]=[CH:21][CH:20]=[C:19]([N:23]5[CH2:31][C:30]6[C:25](=[CH:26][C:27]([O:32][CH3:33])=[CH:28][CH:29]=6)[C:24]5=[O:34])[C:18]=4[CH3:35])=[CH:15][N:14]=[C:13]([C:36]([NH2:38])=[O:37])[C:9]=3[NH:10]2)=[CH:6][CH:5]=1)[CH3:2]. The yield is 0.386. The reactants are [C:1]([C:4]1[CH:12]=[C:11]2[C:7]([C:8]3[C:16]([C:17]4[CH:22]=[CH:21][CH:20]=[C:19]([N:23]5[CH2:31][C:30]6[C:25](=[CH:26][C:27]([O:32][CH3:33])=[CH:28][CH:29]=6)[C:24]5=[O:34])[C:18]=4[CH3:35])=[CH:15][N:14]=[C:13]([C:36]([NH2:38])=[O:37])[C:9]=3[NH:10]2)=[CH:6][CH:5]=1)(=[O:3])[CH3:2].[BH4-].[Na+]. The catalyst is O1CCCC1.CO. (2) The reactants are [CH:1]([N:4]1[C:8]([C:9]2[N:18]=[C:17]3[N:11]([CH2:12][CH2:13][O:14][C:15]4[CH:22]=[C:21]([O:23]C)[N:20]=[CH:19][C:16]=43)[CH:10]=2)=[N:7][C:6]([CH3:25])=[N:5]1)([CH3:3])[CH3:2]. The catalyst is Br.C(O)(=O)C. The product is [CH:1]([N:4]1[C:8]([C:9]2[N:18]=[C:17]3[N:11]([CH2:12][CH2:13][O:14][C:15]4[CH:22]=[C:21]([OH:23])[N:20]=[CH:19][C:16]=43)[CH:10]=2)=[N:7][C:6]([CH3:25])=[N:5]1)([CH3:3])[CH3:2]. The yield is 1.00. (3) The reactants are Br[C:2]1[CH:3]=[C:4]([NH:9][S:10]([CH3:13])(=[O:12])=[O:11])[CH:5]=[C:6]([CH3:8])[CH:7]=1.[B:14]1([B:14]2[O:18][C:17]([CH3:20])([CH3:19])[C:16]([CH3:22])([CH3:21])[O:15]2)[O:18][C:17]([CH3:20])([CH3:19])[C:16]([CH3:22])([CH3:21])[O:15]1.C([O-])(=O)C.[K+]. The catalyst is O1CCOCC1.C1(P(C2C=CC=CC=2)[C-]2C=CC=C2)C=CC=CC=1.[C-]1(P(C2C=CC=CC=2)C2C=CC=CC=2)C=CC=C1.[Fe+2]. The product is [CH3:8][C:6]1[CH:5]=[C:4]([NH:9][S:10]([CH3:13])(=[O:12])=[O:11])[CH:3]=[C:2]([B:14]2[O:18][C:17]([CH3:20])([CH3:19])[C:16]([CH3:22])([CH3:21])[O:15]2)[CH:7]=1. The yield is 1.00.